Dataset: Full USPTO retrosynthesis dataset with 1.9M reactions from patents (1976-2016). Task: Predict the reactants needed to synthesize the given product. Given the product [Br:1][C:2]1[N:3]=[C:4]2[C:10]([C:25]([C:18]3([CH3:17])[CH2:24][CH2:23][CH2:22][CH2:21][CH2:20][CH2:19]3)=[O:26])=[CH:9][NH:8][C:5]2=[N:6][CH:7]=1, predict the reactants needed to synthesize it. The reactants are: [Br:1][C:2]1[N:3]=[C:4]2[CH:10]=[CH:9][NH:8][C:5]2=[N:6][CH:7]=1.[Cl-].C([Al+]CC)C.[CH3:17][C:18]1([C:25](Cl)=[O:26])[CH2:24][CH2:23][CH2:22][CH2:21][CH2:20][CH2:19]1.